Dataset: Forward reaction prediction with 1.9M reactions from USPTO patents (1976-2016). Task: Predict the product of the given reaction. (1) Given the reactants [NH2:1][C:2]1[CH:3]=[C:4]2[C:9](=[CH:10][CH:11]=1)[CH:8]=[C:7]([C:12]([OH:14])=[O:13])[CH:6]=[CH:5]2.[Cl:15]N1C(=O)CCC1=O, predict the reaction product. The product is: [NH2:1][C:2]1[C:3]([Cl:15])=[C:4]2[C:9](=[CH:10][CH:11]=1)[CH:8]=[C:7]([C:12]([OH:14])=[O:13])[CH:6]=[CH:5]2. (2) The product is: [F:1][C:2]1[CH:3]=[CH:4][C:5]([C:10]2[N:11]([CH3:15])[N:12]=[CH:13][N:14]=2)=[C:6]([CH:7]=1)[CH:8]=[O:9]. Given the reactants [F:1][C:2]1[CH:3]=[CH:4][C:5]([C:10]2[N:11]([CH3:15])[N:12]=[CH:13][N:14]=2)=[C:6]([CH2:8][OH:9])[CH:7]=1, predict the reaction product. (3) Given the reactants Br[C:2]1[CH:7]=[CH:6][C:5]([N:8]2[C:20]3[CH:19]=[CH:18][C:17]([C:21]4[CH:22]=[CH:23][C:24]5[N:25]([C:34]6[CH:39]=[CH:38][CH:37]=[CH:36][CH:35]=6)[C:26]6[C:31]([C:32]=5[CH:33]=4)=[CH:30][CH:29]=[CH:28][CH:27]=6)=[CH:16][C:15]=3[C:14]3[C:9]2=[CH:10][CH:11]=[CH:12][CH:13]=3)=[CH:4][CH:3]=1.[C:40]1([CH3:46])[CH:45]=[CH:44][CH:43]=[CH:42][CH:41]=1.C(=O)([O-])[O-].[K+].[K+], predict the reaction product. The product is: [C:34]1([N:25]2[C:24]3[CH:23]=[CH:22][C:21]([C:17]4[CH:18]=[CH:19][C:20]5[N:8]([C:5]6[CH:6]=[CH:7][C:2]([C:12]7[CH:11]=[CH:10][C:9]8[N:8]([C:5]9[CH:6]=[CH:7][CH:2]=[CH:3][CH:4]=9)[C:45]9[C:40]([C:46]=8[CH:13]=7)=[CH:41][CH:42]=[CH:43][CH:44]=9)=[CH:3][CH:4]=6)[C:9]6[C:14]([C:15]=5[CH:16]=4)=[CH:13][CH:12]=[CH:11][CH:10]=6)=[CH:33][C:32]=3[C:31]3[C:26]2=[CH:27][CH:28]=[CH:29][CH:30]=3)[CH:39]=[CH:38][CH:37]=[CH:36][CH:35]=1. (4) Given the reactants S(Cl)(Cl)=O.[CH3:5][C:6]1[S:10][C:9]2[C:11](CO)=[CH:12][CH:13]=[CH:14][C:8]=2[CH:7]=1.[Cl:17][CH2:18]Cl, predict the reaction product. The product is: [Cl:17][CH2:18][C:7]1[C:8]2[CH:14]=[CH:13][CH:12]=[CH:11][C:9]=2[S:10][C:6]=1[CH3:5]. (5) Given the reactants [CH2:1](Br)[C:2]1[CH:7]=[CH:6][CH:5]=[CH:4][CH:3]=1.[OH:9][CH2:10][C:11]1[CH:12]=[C:13](B(O)O)[CH:14]=[CH:15][CH:16]=1.[O-]P([O-])([O-])=O.[K+].[K+].[K+], predict the reaction product. The product is: [CH2:1]([C:15]1[CH:16]=[C:11]([CH:12]=[CH:13][CH:14]=1)[CH2:10][OH:9])[C:2]1[CH:7]=[CH:6][CH:5]=[CH:4][CH:3]=1. (6) Given the reactants C([N:4](C(C)C)CC)(C)C.[CH2:10]([O:17][C:18](=[O:31])[CH2:19][CH:20]([C:24]1[CH:29]=[CH:28][C:27]([Br:30])=[CH:26][CH:25]=1)[C:21](O)=[O:22])[C:11]1[CH:16]=[CH:15][CH:14]=[CH:13][CH:12]=1.[Cl-].[NH4+].CN(C(ON1N=NC2C=CC=NC1=2)=[N+](C)C)C.F[P-](F)(F)(F)(F)F, predict the reaction product. The product is: [NH2:4][C:21](=[O:22])[CH:20]([C:24]1[CH:29]=[CH:28][C:27]([Br:30])=[CH:26][CH:25]=1)[CH2:19][C:18]([O:17][CH2:10][C:11]1[CH:16]=[CH:15][CH:14]=[CH:13][CH:12]=1)=[O:31].